The task is: Predict which catalyst facilitates the given reaction.. This data is from Catalyst prediction with 721,799 reactions and 888 catalyst types from USPTO. (1) Reactant: [Si:1]([O:8][CH2:9][C:10]1[N:15]=[CH:14][C:13]2[N:16]=[CH:17][NH:18][C:12]=2[CH:11]=1)([C:4]([CH3:7])([CH3:6])[CH3:5])([CH3:3])[CH3:2].CN1C=CN=C1.Cl[C:26]1([C:32]([O:34][CH3:35])=[O:33])[C:30](=[O:31])[CH:29]=[CH:28][S:27]1. Product: [Si:1]([O:8][CH2:9][C:10]1[N:15]=[CH:14][C:13]2[N:16]([C:28]3[S:27][C:26]([C:32]([O:34][CH3:35])=[O:33])=[C:30]([OH:31])[CH:29]=3)[CH:17]=[N:18][C:12]=2[CH:11]=1)([C:4]([CH3:7])([CH3:5])[CH3:6])([CH3:3])[CH3:2]. The catalyst class is: 4. (2) Reactant: [Cl:1][C:2]1[CH:3]=[C:4]([CH:24]([CH2:30][CH:31]2[CH2:33][CH2:32]2)[C:25]([O:27]CC)=[O:26])[CH:5]=[C:6]([C:14]2[CH:19]=[CH:18][C:17]([C:20]([F:23])([F:22])[F:21])=[CH:16][CH:15]=2)[C:7]=1[O:8][CH2:9][C:10]([F:13])([F:12])[F:11].O.[OH-].[Li+]. Product: [Cl:1][C:2]1[CH:3]=[C:4]([CH:24]([CH2:30][CH:31]2[CH2:32][CH2:33]2)[C:25]([OH:27])=[O:26])[CH:5]=[C:6]([C:14]2[CH:15]=[CH:16][C:17]([C:20]([F:21])([F:22])[F:23])=[CH:18][CH:19]=2)[C:7]=1[O:8][CH2:9][C:10]([F:12])([F:13])[F:11]. The catalyst class is: 200. (3) Reactant: F[C:2]1[CH:9]=[C:8]([C:10]2[CH:15]=[C:14]([N:16]3[CH2:21][CH2:20][O:19][CH2:18][C@H:17]3[CH3:22])[N:13]=[C:12]([NH:23][CH3:24])[N:11]=2)[CH:7]=[CH:6][C:3]=1[C:4]#[N:5].[NH2:25][NH2:26].CCN(C(C)C)C(C)C. Product: [CH3:24][NH:23][C:12]1[N:11]=[C:10]([C:8]2[CH:7]=[C:6]3[C:3]([C:4]([NH2:5])=[N:25][NH:26]3)=[CH:2][CH:9]=2)[CH:15]=[C:14]([N:16]2[CH2:21][CH2:20][O:19][CH2:18][C@H:17]2[CH3:22])[N:13]=1. The catalyst class is: 8. (4) Reactant: [Cl:1][C:2]1[CH:3]=[C:4]([CH2:9][S:10](Cl)(=[O:12])=[O:11])[CH:5]=[CH:6][C:7]=1[Cl:8].[NH3:14]. Product: [Cl:1][C:2]1[CH:3]=[C:4]([CH2:9][S:10]([NH2:14])(=[O:12])=[O:11])[CH:5]=[CH:6][C:7]=1[Cl:8]. The catalyst class is: 1.